From a dataset of Forward reaction prediction with 1.9M reactions from USPTO patents (1976-2016). Predict the product of the given reaction. Given the reactants [NH2:1][C:2]1[CH:11]=[C:10]([Cl:12])[CH:9]=[CH:8][C:3]=1[C:4]([O:6][CH3:7])=[O:5].N1[CH:18]=[CH:17]C=CC=1.C([CH:21]([CH2:25][C:26](Cl)=[O:27])[C:22](Cl)=[O:23])C.[OH2:29], predict the reaction product. The product is: [Cl:12][C:10]1[CH:9]=[CH:8][C:3]([C:4]([O:6][CH3:7])=[O:5])=[C:2]([NH:1][C:26](=[O:27])[CH2:25][CH2:21][C:22]([O:23][CH2:17][CH3:18])=[O:29])[CH:11]=1.